Task: Predict the product of the given reaction.. Dataset: Forward reaction prediction with 1.9M reactions from USPTO patents (1976-2016) (1) Given the reactants Cl[C:2]1[CH:7]=[C:6]([C:8]2[O:9][C:10]([C:13]3[S:20][C:19]([CH3:21])=[C:18]4[C:14]=3[CH2:15][C@H:16]3[C:22]([CH3:24])([CH3:23])[C@H:17]34)=[N:11][N:12]=2)[CH:5]=[C:4]([CH3:25])[N:3]=1.[CH3:26]N1C(=O)CCC1.C[Mg]I, predict the reaction product. The product is: [CH3:26][C:2]1[CH:7]=[C:6]([C:8]2[O:9][C:10]([C:13]3[S:20][C:19]([CH3:21])=[C:18]4[C:14]=3[CH2:15][C@H:16]3[C:22]([CH3:24])([CH3:23])[C@H:17]34)=[N:11][N:12]=2)[CH:5]=[C:4]([CH3:25])[N:3]=1. (2) Given the reactants Br[C:2]1[CH:7]=[CH:6][N:5]=[C:4]2[NH:8][C:9]([C:11]3[CH:12]=[N:13][N:14]([CH3:16])[CH:15]=3)=[N:10][C:3]=12.CC1(C)C(C)(C)OB([C:25]2[CH:26]=[C:27]3[C:31](=[CH:32][CH:33]=2)[CH2:30][N:29]([C:34]([O:36]C(C)(C)C)=O)[CH2:28]3)O1.[C:42]([C:46]1[N:50]=[C:49](C(O)=O)[O:48][N:47]=1)([CH3:45])([CH3:44])[CH3:43], predict the reaction product. The product is: [C:42]([C:46]1[N:50]=[C:49]([C:34]([N:29]2[CH2:28][C:27]3[C:31](=[CH:32][CH:33]=[C:25]([C:2]4[CH:7]=[CH:6][N:5]=[C:4]5[NH:8][C:9]([C:11]6[CH:12]=[N:13][N:14]([CH3:16])[CH:15]=6)=[N:10][C:3]=45)[CH:26]=3)[CH2:30]2)=[O:36])[O:48][N:47]=1)([CH3:45])([CH3:44])[CH3:43]. (3) Given the reactants [F:1][C:2]1[C:3]([O:16]C)=[C:4]([C@@H:9]2[C@H:14]3[C@@H:10]2[CH2:11]O[C:13]3=[O:15])[C:5]([F:8])=[CH:6][CH:7]=1.[BrH:18].CC(O)=O, predict the reaction product. The product is: [Br:18][CH2:11][C@H:10]1[C@@H:9]2[C@H:14]1[C:13](=[O:15])[O:16][C:3]1[C:2]([F:1])=[CH:7][CH:6]=[C:5]([F:8])[C:4]=12. (4) Given the reactants [NH:1]1[CH2:6][CH2:5][O:4][CH2:3][CH:2]1[C:7]([NH2:9])=[O:8].C(=O)([O-])O.[Na+].[CH:15](I)([CH3:17])[CH3:16], predict the reaction product. The product is: [CH3:16][CH:15]([N:1]1[CH2:6][CH2:5][O:4][CH2:3][CH:2]1[C:7]([NH2:9])=[O:8])[CH3:17]. (5) Given the reactants C([O:8][C:9]1[CH:14]=[CH:13][C:12]([C:15]([C:17]2[CH:22]=[C:21]([O:23][CH3:24])[CH:20]=[CH:19][C:18]=2[O:25][CH2:26][O:27][CH3:28])=[O:16])=[CH:11][CH:10]=1)C1C=CC=CC=1, predict the reaction product. The product is: [OH:8][C:9]1[CH:10]=[CH:11][C:12]([C:15]([C:17]2[CH:22]=[C:21]([O:23][CH3:24])[CH:20]=[CH:19][C:18]=2[O:25][CH2:26][O:27][CH3:28])=[O:16])=[CH:13][CH:14]=1. (6) Given the reactants [F:1][C:2]1[CH:11]=[CH:10][C:9]2[C:4](=[N:5][C:6]([OH:18])=[C:7]([C:13]([O:15][CH2:16][CH3:17])=[O:14])[N+:8]=2[O-])[CH:3]=1.P(Br)(Br)Br.O, predict the reaction product. The product is: [F:1][C:2]1[CH:3]=[C:4]2[C:9](=[CH:10][CH:11]=1)[N:8]=[C:7]([C:13]([O:15][CH2:16][CH3:17])=[O:14])[C:6]([OH:18])=[N:5]2. (7) The product is: [Cl:30][C:31]1[N:36]=[C:35]([NH:1][C:2]2[CH:3]=[C:4]([CH:21]=[CH:22][CH:23]=2)[CH2:5][S:6][C:7]2[CH:8]=[C:9]([NH:13][C:14](=[O:20])[O:15][C:16]([CH3:19])([CH3:17])[CH3:18])[CH:10]=[CH:11][CH:12]=2)[C:34]([Cl:38])=[CH:33][N:32]=1. Given the reactants [NH2:1][C:2]1[CH:3]=[C:4]([CH:21]=[CH:22][CH:23]=1)[CH2:5][S:6][C:7]1[CH:8]=[C:9]([NH:13][C:14](=[O:20])[O:15][C:16]([CH3:19])([CH3:18])[CH3:17])[CH:10]=[CH:11][CH:12]=1.C(=O)([O-])[O-].[K+].[K+].[Cl:30][C:31]1[N:36]=[C:35](Cl)[C:34]([Cl:38])=[CH:33][N:32]=1.O, predict the reaction product. (8) The product is: [CH2:1]([NH:3][C:4](=[O:26])[NH:5][C:6]1[N:11]=[CH:10][C:9]([C:28]2[CH:33]=[CH:32][N:31]=[C:30]([C:34]([O:36][CH3:37])=[O:35])[CH:29]=2)=[C:8]([C:15]2[S:16][CH:17]=[C:18]([C:20]3[CH:25]=[CH:24][CH:23]=[CH:22][N:21]=3)[N:19]=2)[CH:7]=1)[CH3:2]. Given the reactants [CH2:1]([NH:3][C:4](=[O:26])[NH:5][C:6]1[N:11]=[CH:10][C:9](B(O)O)=[C:8]([C:15]2[S:16][CH:17]=[C:18]([C:20]3[CH:25]=[CH:24][CH:23]=[CH:22][N:21]=3)[N:19]=2)[CH:7]=1)[CH3:2].Br[C:28]1[CH:33]=[CH:32][N:31]=[C:30]([C:34]([O:36][CH3:37])=[O:35])[CH:29]=1.C(=O)([O-])[O-].[K+].[K+], predict the reaction product.